From a dataset of Forward reaction prediction with 1.9M reactions from USPTO patents (1976-2016). Predict the product of the given reaction. (1) Given the reactants [Cl:1][C:2]1[CH:7]=[CH:6][C:5]([CH:8]2[CH2:13][C:12](=[O:14])[NH:11][C:10]([CH3:15])=[C:9]2[C:16]([NH:18][C:19]2[CH:20]=[C:21]3[C:25](=[CH:26][C:27]=2[F:28])[NH:24][N:23]=[CH:22]3)=[O:17])=[CH:4][C:3]=1[N+:29]([O-])=O.Cl[Sn]Cl.O.[OH-].[Na+], predict the reaction product. The product is: [NH2:29][C:3]1[CH:4]=[C:5]([CH:8]2[CH2:13][C:12](=[O:14])[NH:11][C:10]([CH3:15])=[C:9]2[C:16]([NH:18][C:19]2[CH:20]=[C:21]3[C:25](=[CH:26][C:27]=2[F:28])[NH:24][N:23]=[CH:22]3)=[O:17])[CH:6]=[CH:7][C:2]=1[Cl:1]. (2) Given the reactants [C:1]1([C@H:7]([NH:37][C:38]([O:40][C@@H:41]2[CH:46]3[CH2:47][CH2:48][N:43]([CH2:44][CH2:45]3)[CH2:42]2)=[O:39])[C:8]2[CH:9]=[C:10]([CH:34]=[CH:35][CH:36]=2)[O:11][CH2:12][C:13]2[CH:33]=[CH:32][C:16]([C:17]([O:19][CH2:20][C:21]3[CH:26]=[CH:25][CH:24]=[C:23]([CH:27]4OCC[O:28]4)[CH:22]=3)=[O:18])=[CH:15][CH:14]=2)[CH:6]=[CH:5][CH:4]=[CH:3][CH:2]=1.Cl, predict the reaction product. The product is: [C:1]1([C@H:7]([NH:37][C:38]([O:40][C@@H:41]2[CH:46]3[CH2:47][CH2:48][N:43]([CH2:44][CH2:45]3)[CH2:42]2)=[O:39])[C:8]2[CH:9]=[C:10]([CH:34]=[CH:35][CH:36]=2)[O:11][CH2:12][C:13]2[CH:33]=[CH:32][C:16]([C:17]([O:19][CH2:20][C:21]3[CH:26]=[CH:25][CH:24]=[C:23]([CH:27]=[O:28])[CH:22]=3)=[O:18])=[CH:15][CH:14]=2)[CH:6]=[CH:5][CH:4]=[CH:3][CH:2]=1. (3) Given the reactants [N:1]([CH2:4][C:5]([O:7][CH2:8][CH3:9])=[O:6])=[N+:2]=[N-:3].[O-]CC.[Na+].[Br:14][C:15]1[CH:16]=[C:17]([CH:20]=O)[S:18][CH:19]=1.[NH4+].[Cl-], predict the reaction product. The product is: [N:1](/[C:4](=[CH:20]\[C:17]1[S:18][CH:19]=[C:15]([Br:14])[CH:16]=1)/[C:5]([O:7][CH2:8][CH3:9])=[O:6])=[N+:2]=[N-:3].